From a dataset of Peptide-MHC class I binding affinity with 185,985 pairs from IEDB/IMGT. Regression. Given a peptide amino acid sequence and an MHC pseudo amino acid sequence, predict their binding affinity value. This is MHC class I binding data. (1) The peptide sequence is YLPYDIFCR. The MHC is HLA-B27:03 with pseudo-sequence HLA-B27:03. The binding affinity (normalized) is 0.0847. (2) The MHC is HLA-A29:02 with pseudo-sequence HLA-A29:02. The peptide sequence is AFEDLRVSSFI. The binding affinity (normalized) is 0.121. (3) The peptide sequence is KFKPRFAGV. The MHC is HLA-A31:01 with pseudo-sequence HLA-A31:01. The binding affinity (normalized) is 0.733. (4) The peptide sequence is PTDPVELAV. The MHC is HLA-A26:01 with pseudo-sequence HLA-A26:01. The binding affinity (normalized) is 0. (5) The peptide sequence is EKDSNHNVL. The MHC is HLA-A02:01 with pseudo-sequence HLA-A02:01. The binding affinity (normalized) is 0.0847. (6) The peptide sequence is PRELIFQVW. The MHC is HLA-B27:05 with pseudo-sequence HLA-B27:05. The binding affinity (normalized) is 0.165. (7) The peptide sequence is GFAIPIILK. The MHC is HLA-A24:03 with pseudo-sequence HLA-A24:03. The binding affinity (normalized) is 0.0847.